Dataset: Full USPTO retrosynthesis dataset with 1.9M reactions from patents (1976-2016). Task: Predict the reactants needed to synthesize the given product. (1) Given the product [F:10][C:4]1[CH:3]=[C:2]([B:14]2[O:15][C:16]([CH3:18])([CH3:17])[C:12]([CH3:28])([CH3:11])[O:13]2)[CH:9]=[CH:8][C:5]=1[CH:6]=[O:7], predict the reactants needed to synthesize it. The reactants are: Br[C:2]1[CH:9]=[CH:8][C:5]([CH:6]=[O:7])=[C:4]([F:10])[CH:3]=1.[CH3:11][C:12]1([CH3:28])[C:16]([CH3:18])([CH3:17])[O:15][B:14]([B:14]2[O:15][C:16]([CH3:18])([CH3:17])[C:12]([CH3:28])([CH3:11])[O:13]2)[O:13]1. (2) Given the product [C:25]([O:24][C:22]([C:21]1[CH:29]=[CH:30][C:18]([CH2:17][CH:4]([C:5]([O:7][CH2:8][CH:9]=[CH2:10])=[O:6])[C:3]([O:12][CH2:13][CH:14]=[CH2:15])=[O:11])=[CH:19][CH:20]=1)=[O:23])([CH3:28])([CH3:26])[CH3:27], predict the reactants needed to synthesize it. The reactants are: [H-].[Na+].[C:3]([O:12][CH2:13][CH:14]=[CH2:15])(=[O:11])[CH2:4][C:5]([O:7][CH2:8][CH:9]=[CH2:10])=[O:6].Cl[CH2:17][C:18]1[CH:30]=[CH:29][C:21]([C:22]([O:24][C:25]([CH3:28])([CH3:27])[CH3:26])=[O:23])=[CH:20][CH:19]=1.[Cl-].[NH4+]. (3) Given the product [CH2:16]([N:23]1[C:24]2[C:25](=[CH:31][CH:32]=[CH:33][CH:34]=2)[C:3]([OH:5])=[C:2]([C:1]([O:9][CH2:10][CH3:11])=[O:8])[C:29]1=[O:28])[C:17]1[CH:18]=[CH:19][CH:20]=[CH:21][CH:22]=1, predict the reactants needed to synthesize it. The reactants are: [C:1]([O:9][CH2:10][CH3:11])(=[O:8])[CH2:2][C:3]([O:5]CC)=O.[H-].[Na+].[H][H].[CH2:16]([N:23]1[C:29](=O)[O:28]C(=O)[C:25]2=[CH:31][CH:32]=[CH:33][CH:34]=[C:24]12)[C:17]1[CH:22]=[CH:21][CH:20]=[CH:19][CH:18]=1. (4) Given the product [Cl:15][C:14]1[C:8]2[C:9](=[N:10][N:6]([CH2:5][C:2]([NH:1][C:23](=[S:24])[C:22]3[CH:21]=[CH:20][C:19]([C:18]([F:17])([F:28])[F:29])=[CH:27][CH:26]=3)([C:3]#[N:4])[CH3:16])[N:7]=2)[CH:11]=[CH:12][CH:13]=1, predict the reactants needed to synthesize it. The reactants are: [NH2:1][C:2]([CH3:16])([CH2:5][N:6]1[N:10]=[C:9]2[CH:11]=[CH:12][CH:13]=[C:14]([Cl:15])[C:8]2=[N:7]1)[C:3]#[N:4].[F:17][C:18]([F:29])([F:28])[C:19]1[CH:27]=[CH:26][C:22]([C:23](Cl)=[S:24])=[CH:21][CH:20]=1. (5) Given the product [NH2:8][C:6]1[N:7]=[C:2]([NH:18][CH2:13][CH2:14][CH2:15][CH2:16][CH3:17])[C:3]2[CH2:12][O:11][CH2:10][CH2:9][C:4]=2[N:5]=1, predict the reactants needed to synthesize it. The reactants are: Cl[C:2]1[C:3]2[CH2:12][O:11][CH2:10][CH2:9][C:4]=2[N:5]=[C:6]([NH2:8])[N:7]=1.[CH2:13]([NH2:18])[CH2:14][CH2:15][CH2:16][CH3:17]. (6) The reactants are: [O:1]=[C:2]([C@H:4]([CH2:6][C:7]1[CH:14]=[C:12]([OH:13])[C:10]([OH:11])=[CH:9][CH:8]=1)[NH2:5])[OH:3].C([O-])([O-])=O.[Na+].[Na+].[C:21](Cl)(=[O:25])[C:22]([CH3:24])=[CH2:23].Cl. Given the product [C:21]([NH:5][C@H:4]([C:2]([OH:3])=[O:1])[CH2:6][C:7]1[CH:8]=[CH:9][C:10]([OH:11])=[C:12]([OH:13])[CH:14]=1)(=[O:25])[C:22]([CH3:24])=[CH2:23], predict the reactants needed to synthesize it.